The task is: Predict the product of the given reaction.. This data is from Forward reaction prediction with 1.9M reactions from USPTO patents (1976-2016). (1) Given the reactants [CH2:1]([O:3][C:4](=[O:37])[CH2:5][N:6]1[C:14]2[CH2:13][CH2:12][CH2:11][C@@H:10]([N:15]([S:17]([C:20]3[CH:21]=[N:22][C:23]([O:29][C:30]4[CH:35]=[CH:34][C:33]([Cl:36])=[CH:32][CH:31]=4)=[C:24]([C:26]([CH3:28])=[CH2:27])[CH:25]=3)(=[O:19])=[O:18])[CH3:16])[C:9]=2[CH:8]=[N:7]1)[CH3:2], predict the reaction product. The product is: [CH2:1]([O:3][C:4](=[O:37])[CH2:5][N:6]1[C:14]2[CH2:13][CH2:12][CH2:11][C@@H:10]([N:15]([S:17]([C:20]3[CH:21]=[N:22][C:23]([O:29][C:30]4[CH:31]=[CH:32][C:33]([Cl:36])=[CH:34][CH:35]=4)=[C:24]([CH:26]([CH3:28])[CH3:27])[CH:25]=3)(=[O:18])=[O:19])[CH3:16])[C:9]=2[CH:8]=[N:7]1)[CH3:2]. (2) Given the reactants [CH3:1][C:2]1[C:7]([O:8][C:9]2[CH:14]=[CH:13][C:12]([CH2:15][C:16]([OH:18])=O)=[CH:11][CH:10]=2)=[CH:6][CH:5]=[CH:4][N:3]=1.[Cl:19][C:20]1[CH:25]=[CH:24][C:23]([CH:26]([C:28]2[CH:33]=[CH:32][CH:31]=[CH:30][CH:29]=2)[NH2:27])=[C:22]([CH3:34])[CH:21]=1, predict the reaction product. The product is: [Cl:19][C:20]1[CH:25]=[CH:24][C:23]([CH:26]([C:28]2[CH:29]=[CH:30][CH:31]=[CH:32][CH:33]=2)[NH:27][C:16](=[O:18])[CH2:15][C:12]2[CH:11]=[CH:10][C:9]([O:8][C:7]3[C:2]([CH3:1])=[N:3][CH:4]=[CH:5][CH:6]=3)=[CH:14][CH:13]=2)=[C:22]([CH3:34])[CH:21]=1. (3) Given the reactants [Br:1][C:2]1[CH:7]=[CH:6][C:5]([CH2:8][CH2:9][O:10][CH2:11][CH2:12][C:13]([N:15]([CH2:24][CH:25](OCC)[O:26]CC)[CH2:16][CH2:17][C:18]2[CH:23]=[CH:22][CH:21]=[CH:20][CH:19]=2)=[O:14])=[CH:4][CH:3]=1.Cl.ClCCl, predict the reaction product. The product is: [Br:1][C:2]1[CH:3]=[CH:4][C:5]([CH2:8][CH2:9][O:10][CH2:11][CH2:12][C:13]([N:15]([CH2:24][CH:25]=[O:26])[CH2:16][CH2:17][C:18]2[CH:23]=[CH:22][CH:21]=[CH:20][CH:19]=2)=[O:14])=[CH:6][CH:7]=1. (4) The product is: [CH3:1][O:2][C:3]1[CH:4]=[C:5]([CH:11]([CH:14]=[O:15])[C:12]#[N:13])[CH:6]=[CH:7][C:8]=1[O:9][CH3:10]. Given the reactants [CH3:1][O:2][C:3]1[CH:4]=[C:5]([CH2:11][C:12]#[N:13])[CH:6]=[CH:7][C:8]=1[O:9][CH3:10].[CH:14](OCC)=[O:15].[O-]CC.[Na+], predict the reaction product. (5) Given the reactants FC1C=CC(C[N:7]2C(=O)N(C3SC(C(O)=O)=C(C)N=3)C=N2)=CC=1.[F:24][C:25]1[CH:47]=[CH:46][C:28]([CH2:29][N:30]2[C@H:34]([CH3:35])[CH2:33][N:32]([C:36]3[S:37][C:38]([C:42]([OH:44])=O)=[C:39]([CH3:41])[N:40]=3)[C:31]2=[O:45])=[CH:27][CH:26]=1, predict the reaction product. The product is: [F:24][C:25]1[CH:47]=[CH:46][C:28]([CH2:29][N:30]2[C@H:34]([CH3:35])[CH2:33][N:32]([C:36]3[S:37][C:38]([C:42]([NH2:7])=[O:44])=[C:39]([CH3:41])[N:40]=3)[C:31]2=[O:45])=[CH:27][CH:26]=1.